This data is from NCI-60 drug combinations with 297,098 pairs across 59 cell lines. The task is: Regression. Given two drug SMILES strings and cell line genomic features, predict the synergy score measuring deviation from expected non-interaction effect. (1) Drug 1: CN1CCC(CC1)COC2=C(C=C3C(=C2)N=CN=C3NC4=C(C=C(C=C4)Br)F)OC. Drug 2: CN(CC1=CN=C2C(=N1)C(=NC(=N2)N)N)C3=CC=C(C=C3)C(=O)NC(CCC(=O)O)C(=O)O. Cell line: OVCAR-4. Synergy scores: CSS=15.7, Synergy_ZIP=-8.41, Synergy_Bliss=-14.0, Synergy_Loewe=-21.0, Synergy_HSA=-11.5. (2) Drug 1: CNC(=O)C1=NC=CC(=C1)OC2=CC=C(C=C2)NC(=O)NC3=CC(=C(C=C3)Cl)C(F)(F)F. Drug 2: C1CCC(C(C1)N)N.C(=O)(C(=O)[O-])[O-].[Pt+4]. Cell line: OVCAR3. Synergy scores: CSS=9.91, Synergy_ZIP=-4.50, Synergy_Bliss=-3.08, Synergy_Loewe=-25.0, Synergy_HSA=-8.62. (3) Drug 1: CN1C(=O)N2C=NC(=C2N=N1)C(=O)N. Drug 2: CC1C(C(CC(O1)OC2CC(CC3=C2C(=C4C(=C3O)C(=O)C5=CC=CC=C5C4=O)O)(C(=O)C)O)N)O. Cell line: UACC62. Synergy scores: CSS=59.5, Synergy_ZIP=-9.33, Synergy_Bliss=-10.4, Synergy_Loewe=-14.9, Synergy_HSA=-5.23. (4) Drug 1: C1=C(C(=O)NC(=O)N1)F. Drug 2: CC1=C(C(CCC1)(C)C)C=CC(=CC=CC(=CC(=O)O)C)C. Cell line: SK-MEL-5. Synergy scores: CSS=35.2, Synergy_ZIP=-6.84, Synergy_Bliss=-14.1, Synergy_Loewe=-13.9, Synergy_HSA=-12.9. (5) Drug 1: CC1=C2C(C(=O)C3(C(CC4C(C3C(C(C2(C)C)(CC1OC(=O)C(C(C5=CC=CC=C5)NC(=O)OC(C)(C)C)O)O)OC(=O)C6=CC=CC=C6)(CO4)OC(=O)C)OC)C)OC. Drug 2: C1=CN(C(=O)N=C1N)C2C(C(C(O2)CO)O)O.Cl. Cell line: SNB-75. Synergy scores: CSS=30.7, Synergy_ZIP=1.29, Synergy_Bliss=0.415, Synergy_Loewe=1.74, Synergy_HSA=1.78. (6) Drug 1: COC1=NC(=NC2=C1N=CN2C3C(C(C(O3)CO)O)O)N. Drug 2: CC1C(C(CC(O1)OC2CC(CC3=C2C(=C4C(=C3O)C(=O)C5=C(C4=O)C(=CC=C5)OC)O)(C(=O)CO)O)N)O.Cl. Cell line: OVCAR-5. Synergy scores: CSS=18.7, Synergy_ZIP=-2.92, Synergy_Bliss=-3.46, Synergy_Loewe=-14.6, Synergy_HSA=-3.17. (7) Drug 2: CC1CCCC2(C(O2)CC(NC(=O)CC(C(C(=O)C(C1O)C)(C)C)O)C(=CC3=CSC(=N3)C)C)C. Synergy scores: CSS=57.6, Synergy_ZIP=2.79, Synergy_Bliss=2.03, Synergy_Loewe=-26.4, Synergy_HSA=2.07. Drug 1: COC1=NC(=NC2=C1N=CN2C3C(C(C(O3)CO)O)O)N. Cell line: HT29.